From a dataset of Catalyst prediction with 721,799 reactions and 888 catalyst types from USPTO. Predict which catalyst facilitates the given reaction. Reactant: [CH3:1][C:2]1[CH:14]=[C:13]([C:15](=[O:34])[CH2:16][CH2:17][C:18]2[S:22][C:21]([C:23]3[CH:28]=[CH:27][C:26]([C:29]([F:32])([F:31])[F:30])=[CH:25][CH:24]=3)=[N:20][C:19]=2[CH3:33])[CH:12]=[CH:11][C:3]=1[O:4][CH2:5][C:6]([O:8][CH2:9][CH3:10])=[O:7].[BH4-].[Na+]. Product: [OH:34][CH:15]([C:13]1[CH:12]=[CH:11][C:3]([O:4][CH2:5][C:6]([O:8][CH2:9][CH3:10])=[O:7])=[C:2]([CH3:1])[CH:14]=1)[CH2:16][CH2:17][C:18]1[S:22][C:21]([C:23]2[CH:24]=[CH:25][C:26]([C:29]([F:31])([F:32])[F:30])=[CH:27][CH:28]=2)=[N:20][C:19]=1[CH3:33]. The catalyst class is: 30.